This data is from Peptide-MHC class I binding affinity with 185,985 pairs from IEDB/IMGT. The task is: Regression. Given a peptide amino acid sequence and an MHC pseudo amino acid sequence, predict their binding affinity value. This is MHC class I binding data. The peptide sequence is KIIKKMEDMV. The MHC is HLA-A02:01 with pseudo-sequence HLA-A02:01. The binding affinity (normalized) is 0.271.